Dataset: Catalyst prediction with 721,799 reactions and 888 catalyst types from USPTO. Task: Predict which catalyst facilitates the given reaction. (1) Reactant: FC(F)(F)S(O[C:7]1[CH:12]=[C:11]([CH2:13][O:14][CH:15]2[CH2:20][CH2:19][CH2:18][CH2:17][O:16]2)[N:10]=[C:9]([NH:21][C:22]([O:24][C:25]([CH3:28])([CH3:27])[CH3:26])=[O:23])[CH:8]=1)(=O)=O.[NH:31]1[CH2:36][CH2:35][O:34][CH2:33][CH2:32]1.C(=O)([O-])O.[Na+]. Product: [C:25]([O:24][C:22](=[O:23])[NH:21][C:9]1[CH:8]=[C:7]([N:31]2[CH2:36][CH2:35][O:34][CH2:33][CH2:32]2)[CH:12]=[C:11]([CH2:13][O:14][CH:15]2[CH2:20][CH2:19][CH2:18][CH2:17][O:16]2)[N:10]=1)([CH3:28])([CH3:27])[CH3:26]. The catalyst class is: 16. (2) Reactant: [CH3:1][C:2]1[CH:20]=[CH:19][CH:18]=[C:17]([CH3:21])[C:3]=1[CH2:4][O:5][C:6]1[CH:7]=[C:8]([CH:14]=[CH:15][CH:16]=1)[C:9]([O:11]CC)=[O:10].[OH-].[Na+].CCOCC. Product: [CH3:21][C:17]1[CH:18]=[CH:19][CH:20]=[C:2]([CH3:1])[C:3]=1[CH2:4][O:5][C:6]1[CH:7]=[C:8]([CH:14]=[CH:15][CH:16]=1)[C:9]([OH:11])=[O:10]. The catalyst class is: 88. (3) The catalyst class is: 7. Product: [CH3:1][O:2][C:3]1[CH:4]=[C:5]([CH:11]([CH:25]([CH3:27])[CH3:26])[C:12]#[N:13])[CH:6]=[CH:7][C:8]=1[O:9][CH3:10]. Reactant: [CH3:1][O:2][C:3]1[CH:4]=[C:5]([CH2:11][C:12]#[N:13])[CH:6]=[CH:7][C:8]=1[O:9][CH3:10].C[Si]([N-][Si](C)(C)C)(C)C.[Na+].Br[CH:25]([CH3:27])[CH3:26].[NH4+].[Cl-]. (4) Reactant: [CH:1]([CH:3]=[CH2:4])=[O:2].[O:5]=[C:6]1[CH2:10][CH2:9][CH2:8][CH:7]1[C:11]([O:13][C:14]([CH3:17])([CH3:16])[CH3:15])=[O:12]. Product: [O:5]=[C:6]1[CH2:10][CH2:9][CH2:8][C@@:7]1([CH2:4][CH2:3][CH:1]=[O:2])[C:11]([O:13][C:14]([CH3:17])([CH3:16])[CH3:15])=[O:12]. The catalyst class is: 4. (5) Reactant: Cl.Cl.[NH2:3][CH2:4][CH2:5][CH2:6][C:7]1([C:25]2[CH:30]=[CH:29][CH:28]=[CH:27][CH:26]=2)[N:11]([C:12](=[O:16])[CH:13]([CH3:15])[CH3:14])[N:10]=[C:9]([C:17]2[CH:22]=[C:21]([F:23])[CH:20]=[CH:19][C:18]=2[F:24])[O:8]1.CCN(C(C)C)C(C)C.[C:40](Cl)(=[O:44])[CH:41]([CH3:43])[CH3:42].Cl. Product: [F:24][C:18]1[CH:19]=[CH:20][C:21]([F:23])=[CH:22][C:17]=1[C:9]1[O:8][C:7]([CH2:6][CH2:5][CH2:4][NH:3][C:40](=[O:44])[CH:41]([CH3:43])[CH3:42])([C:25]2[CH:30]=[CH:29][CH:28]=[CH:27][CH:26]=2)[N:11]([C:12](=[O:16])[CH:13]([CH3:15])[CH3:14])[N:10]=1. The catalyst class is: 2. (6) Reactant: [F:1][C:2]1[CH:3]=[CH:4][CH:5]=[C:6]2[C:11]=1[N:10]=[C:9]([C:12]1[CH:17]=[CH:16][CH:15]=[CH:14][CH:13]=1)[C:8]([CH2:18][CH:19]1[CH2:24][CH2:23][NH:22][CH2:21][CH2:20]1)=[C:7]2[C:25]([NH:27][C@H:28]([C:31]1[CH:36]=[CH:35][CH:34]=[CH:33][CH:32]=1)[CH2:29][CH3:30])=[O:26].[O:37]1[CH2:42][CH2:41][C:40](=O)[CH2:39][CH2:38]1.C(O[BH-](OC(=O)C)OC(=O)C)(=O)C.[Na+].Cl.C([O-])(O)=O.[Na+]. Product: [F:1][C:2]1[CH:3]=[CH:4][CH:5]=[C:6]2[C:11]=1[N:10]=[C:9]([C:12]1[CH:13]=[CH:14][CH:15]=[CH:16][CH:17]=1)[C:8]([CH2:18][CH:19]1[CH2:24][CH2:23][N:22]([CH:40]3[CH2:41][CH2:42][O:37][CH2:38][CH2:39]3)[CH2:21][CH2:20]1)=[C:7]2[C:25]([NH:27][C@H:28]([C:31]1[CH:32]=[CH:33][CH:34]=[CH:35][CH:36]=1)[CH2:29][CH3:30])=[O:26]. The catalyst class is: 478. (7) Reactant: Cl[CH:2]([C:16]1[CH:21]=[CH:20][CH:19]=[CH:18][CH:17]=1)[C:3]([C:5]1[C:13]2[C:8](=[CH:9][C:10]([CH2:14][OH:15])=[CH:11][CH:12]=2)[NH:7][CH:6]=1)=[O:4].[CH3:22][O:23][C:24]1[CH:25]=[C:26]([CH:28]=[CH:29][CH:30]=1)[NH2:27]. Product: [OH:15][CH2:14][C:10]1[CH:9]=[C:8]2[C:13]([C:5]([C:3](=[O:4])[CH:2]([NH:27][C:26]3[CH:28]=[CH:29][CH:30]=[C:24]([O:23][CH3:22])[CH:25]=3)[C:16]3[CH:21]=[CH:20][CH:19]=[CH:18][CH:17]=3)=[CH:6][NH:7]2)=[CH:12][CH:11]=1. The catalyst class is: 10.